This data is from Full USPTO retrosynthesis dataset with 1.9M reactions from patents (1976-2016). The task is: Predict the reactants needed to synthesize the given product. (1) Given the product [C@@H:30]1([O:20][C:13]2[C:12]([CH2:11][C:8]3[CH:9]=[CH:10][C:5]([CH2:1][CH:2]([CH3:4])[CH3:3])=[CH:6][CH:7]=3)=[C:16]([CH:17]([CH3:19])[CH3:18])[NH:15][N:14]=2)[O:31][C@H:26]([CH2:25][OH:24])[C@@H:27]([OH:41])[C@H:28]([OH:37])[C@H:29]1[OH:33], predict the reactants needed to synthesize it. The reactants are: [CH2:1]([C:5]1[CH:10]=[CH:9][C:8]([CH2:11][C:12]2[C:13](=[O:20])[NH:14][NH:15][C:16]=2[CH:17]([CH3:19])[CH3:18])=[CH:7][CH:6]=1)[CH:2]([CH3:4])[CH3:3].CC([O:24][CH2:25][C@H:26]1[O:31][C@H:30](Br)[C@H:29]([O:33]C(C)=O)[C@@H:28]([O:37]C(C)=O)[C@@H:27]1[O:41]C(C)=O)=O.[OH-].[Na+]. (2) Given the product [CH2:26]([C:25]1[N:20]=[C:19]([C@@H:8]([NH2:7])[CH2:9][C:10]2[CH:11]=[CH:12][C:13]([N+:16]([O-:18])=[O:17])=[CH:14][CH:15]=2)[O:21][CH:24]=1)[CH3:27], predict the reactants needed to synthesize it. The reactants are: C(OC(=O)[NH:7][C@H:8]([C:19](=[O:21])[NH2:20])[CH2:9][C:10]1[CH:15]=[CH:14][C:13]([N+:16]([O-:18])=[O:17])=[CH:12][CH:11]=1)(C)(C)C.Br[CH2:24][C:25](=O)[CH2:26][CH3:27].C(OCC)C. (3) Given the product [CH3:32][O:31][C:30]1[C:21]([NH:20][C:2]2[C:3]3[C:10]4[CH2:11][CH2:12][CH:13]([C:15]([N:17]([CH3:19])[CH3:18])=[O:16])[CH2:14][C:9]=4[S:8][C:4]=3[N:5]=[CH:6][N:7]=2)=[CH:22][C:23]2[S:27][C:26](=[O:28])[NH:25][C:24]=2[CH:29]=1, predict the reactants needed to synthesize it. The reactants are: Cl[C:2]1[C:3]2[C:10]3[CH2:11][CH2:12][CH:13]([C:15]([N:17]([CH3:19])[CH3:18])=[O:16])[CH2:14][C:9]=3[S:8][C:4]=2[N:5]=[CH:6][N:7]=1.[NH2:20][C:21]1[C:30]([O:31][CH3:32])=[CH:29][C:24]2[NH:25][C:26](=[O:28])[S:27][C:23]=2[CH:22]=1. (4) Given the product [Br:12][C:13]1[CH:21]=[CH:20][C:19]([I:22])=[CH:18][C:14]=1[C:15]([C:13]1[CH:21]=[CH:20][C:19]([CH2:1][CH3:2])=[CH:18][CH:14]=1)=[O:17], predict the reactants needed to synthesize it. The reactants are: [C:1](Cl)(=O)[C:2](Cl)=O.CN(C)C=O.[Br:12][C:13]1[CH:21]=[CH:20][C:19]([I:22])=[CH:18][C:14]=1[C:15]([OH:17])=O. (5) Given the product [Br:1][C:2]1[CH:3]=[N:4][C:5]([N:19]2[CH2:18][CH2:17][CH:16]([NH:15][C:14]([O:13][C:9]([CH3:12])([CH3:11])[CH3:10])=[O:22])[CH2:21][CH2:20]2)=[N:6][CH:7]=1, predict the reactants needed to synthesize it. The reactants are: [Br:1][C:2]1[CH:3]=[N:4][C:5](Cl)=[N:6][CH:7]=1.[C:9]([O:13][C:14](=[O:22])[NH:15][CH:16]1[CH2:21][CH2:20][NH:19][CH2:18][CH2:17]1)([CH3:12])([CH3:11])[CH3:10]. (6) Given the product [OH:4][CH2:5][C:6]1[N:10]([C:11]2[CH:16]=[CH:15][C:14]([C:17]#[N:18])=[C:13]([C:19]([F:22])([F:21])[F:20])[CH:12]=2)[N:9]=[N:8][N:7]=1, predict the reactants needed to synthesize it. The reactants are: C([O:4][CH2:5][C:6]1[N:10]([C:11]2[CH:16]=[CH:15][C:14]([C:17]#[N:18])=[C:13]([C:19]([F:22])([F:21])[F:20])[CH:12]=2)[N:9]=[N:8][N:7]=1)(=O)C.[Li+].[OH-].